This data is from CYP3A4 inhibition data for predicting drug metabolism from PubChem BioAssay. The task is: Regression/Classification. Given a drug SMILES string, predict its absorption, distribution, metabolism, or excretion properties. Task type varies by dataset: regression for continuous measurements (e.g., permeability, clearance, half-life) or binary classification for categorical outcomes (e.g., BBB penetration, CYP inhibition). Dataset: cyp3a4_veith. (1) The compound is C=CC1=C(C)C2=Cc3c(C=C)c(C)c4n3[Sn+2]n3c(c(C)c(CCC(=O)O)c3=CC3=NC(=C4)C(C)=C3CCC(=O)O)=CC1=N2. The result is 0 (non-inhibitor). (2) The compound is O=C(Nc1cccc(F)c1)N1CCC2(CC1)CCN(S(=O)(=O)c1ccccc1)CC2. The result is 0 (non-inhibitor). (3) The result is 0 (non-inhibitor). The compound is C=C(C)COc1ccc2c(c1)CC[C@H]1[C@H]2CC[C@]2(C)C(=O)/C(=N/O)C[C@H]12. (4) The drug is Cc1cc(SCC(=O)c2ccccc2)nc(SCC(=O)c2ccccc2)n1. The result is 1 (inhibitor). (5) The drug is O=C(CCN1C(=O)C2C3C=CC(C3)C2C1=O)NCCN1CCCc2ccccc21. The result is 1 (inhibitor). (6) The molecule is O=C(Nc1cccc2cccnc12)[C@H]1[C@@H]2CC[C@@H](O2)[C@@H]1C(=O)O. The result is 0 (non-inhibitor).